This data is from Reaction yield outcomes from USPTO patents with 853,638 reactions. The task is: Predict the reaction yield, written as a fraction of the theoretical maximum amount of product (1.0 means a 100% yield; for example, 0.34 means a 34% yield). (1) The reactants are Cl[C:2]1[CH:11]=[CH:10][C:9]2[C:4](=[CH:5][CH:6]=[CH:7][C:8]=2[NH:12][C:13](=[O:16])[CH2:14][CH3:15])[N:3]=1.[F:17][C:18]([F:39])([F:38])[C:19]1[CH:20]=[C:21]([C:29]2([C:34]([F:37])([F:36])[F:35])[CH2:33][CH2:32][NH:31][CH2:30]2)[CH:22]=[C:23]([C:25]([F:28])([F:27])[F:26])[CH:24]=1.C(=O)([O-])[O-].[K+].[K+]. The catalyst is CN1CCCC1=O.[Cl-].[Na+].O. The product is [F:27][C:25]([F:26])([F:28])[C:23]1[CH:22]=[C:21]([C:29]2([C:34]([F:37])([F:35])[F:36])[CH2:33][CH2:32][N:31]([C:2]3[CH:11]=[CH:10][C:9]4[C:4](=[CH:5][CH:6]=[CH:7][C:8]=4[NH:12][C:13](=[O:16])[CH2:14][CH3:15])[N:3]=3)[CH2:30]2)[CH:20]=[C:19]([C:18]([F:17])([F:38])[F:39])[CH:24]=1. The yield is 0.370. (2) The reactants are [F:1][C:2]([F:18])([F:17])[C:3]1[C:11]([C:12](OCC)=[O:13])=[C:6]2[CH:7]=[CH:8][CH:9]=[CH:10][N:5]2[N:4]=1.[H-].[Al+3].[Li+].[H-].[H-].[H-].CO.[OH-].[Na+]. The catalyst is O1CCCC1. The product is [F:18][C:2]([F:1])([F:17])[C:3]1[C:11]([CH2:12][OH:13])=[C:6]2[CH:7]=[CH:8][CH:9]=[CH:10][N:5]2[N:4]=1. The yield is 1.00. (3) The reactants are [F:10][C:9]([F:12])([F:11])[C:8]([F:14])([F:13])[C:7](O[C:7](=[O:15])[C:8]([F:14])([F:13])[C:9]([F:12])([F:11])[F:10])=[O:15].[CH3:20][O:21][C:22]1[CH:66]=[C:65]([O:67][CH3:68])[CH:64]=[C:63]([O:69][CH3:70])[C:23]=1/[CH:24]=[CH:25]/[CH:26]([S:36]([CH:39](/[CH:49]=[CH:50]/[C:51]1[C:56]([O:57][CH3:58])=[CH:55][C:54]([O:59][CH3:60])=[CH:53][C:52]=1[O:61][CH3:62])[C:40]1[CH:45]=[CH:44][C:43]([O:46][CH3:47])=[C:42]([NH2:48])[CH:41]=1)(=[O:38])=[O:37])[C:27]1[CH:32]=[CH:31][C:30]([O:33][CH3:34])=[C:29]([NH2:35])[CH:28]=1. The catalyst is ClCCl. The product is [CH3:70][O:69][C:63]1[CH:64]=[C:65]([O:67][CH3:68])[CH:66]=[C:22]([O:21][CH3:20])[C:23]=1/[CH:24]=[CH:25]/[CH:26]([S:36]([CH:39](/[CH:49]=[CH:50]/[C:51]1[C:52]([O:61][CH3:62])=[CH:53][C:54]([O:59][CH3:60])=[CH:55][C:56]=1[O:57][CH3:58])[C:40]1[CH:45]=[CH:44][C:43]([O:46][CH3:47])=[C:42]([NH:48][C:7](=[O:15])[C:8]([F:13])([F:14])[C:9]([F:10])([F:11])[F:12])[CH:41]=1)(=[O:38])=[O:37])[C:27]1[CH:32]=[CH:31][C:30]([O:33][CH3:34])=[C:29]([NH:35][C:7](=[O:15])[C:8]([F:14])([F:13])[C:9]([F:12])([F:11])[F:10])[CH:28]=1. The yield is 0.989. (4) The reactants are [CH2:1]([NH:3][C:4]([NH:6][CH2:7][CH2:8][CH2:9][N:10]1[CH2:14][CH2:13][CH2:12][CH2:11]1)=O)[CH3:2].C(N(CC)CC)C.C1(C)C=CC(S(Cl)(=O)=O)=CC=1. The catalyst is ClCCl. The product is [N:10]1([CH2:9][CH2:8][CH2:7][N:6]=[C:4]=[N:3][CH2:1][CH3:2])[CH2:14][CH2:13][CH2:12][CH2:11]1. The yield is 0.670. (5) The reactants are S(=O)(=O)(O)O.[NH2:6][C:7]1[CH:15]=[CH:14][CH:13]=[CH:12][C:8]=1[C:9]([OH:11])=[O:10].[N+:16]([O-])([OH:18])=[O:17].[NH4+].[OH-]. No catalyst specified. The product is [N+:16]([NH:6][C:7]1[CH:15]=[CH:14][CH:13]=[CH:12][C:8]=1[C:9]([OH:11])=[O:10])([O-:18])=[O:17]. The yield is 0.754.